From a dataset of Catalyst prediction with 721,799 reactions and 888 catalyst types from USPTO. Predict which catalyst facilitates the given reaction. (1) Reactant: [Cl:1][C:2]1[CH:3]=[N:4][NH:5][C:6](=[O:8])[CH:7]=1.IC.[C:11](=O)([O-])[O-].[K+].[K+]. Product: [Cl:1][C:2]1[CH:3]=[N:4][N:5]([CH3:11])[C:6](=[O:8])[CH:7]=1. The catalyst class is: 3. (2) Product: [CH3:12][N:13]([CH3:14])[CH2:2][CH2:3][O:4][C:5]1[CH:10]=[CH:9][C:8]([NH2:11])=[CH:7][CH:6]=1. Reactant: Cl[CH2:2][CH2:3][O:4][C:5]1[CH:10]=[CH:9][C:8]([NH2:11])=[CH:7][CH:6]=1.[CH3:12][NH:13][CH3:14]. The catalyst class is: 74. (3) Reactant: [Li]CCCC.CC1(C)CCCC(C)(C)N1.C(=O)=O.[F:19][C:20]1[CH:25]=[N:24][CH:23]=[CH:22][N:21]=1.[O:26]1[CH2:31][CH2:30][C:29](=[O:32])[CH2:28][CH2:27]1. Product: [F:19][C:20]1[C:25]([C:29]2([OH:32])[CH2:30][CH2:31][O:26][CH2:27][CH2:28]2)=[N:24][CH:23]=[CH:22][N:21]=1. The catalyst class is: 134. (4) Reactant: [O:1]1[CH:5]=[CH:4][CH:3]=[C:2]1[C:6]1[O:7][C:8]([CH3:39])=[C:9]([CH2:11][O:12][C:13]2[CH:18]=[CH:17][C:16]([CH2:19][O:20][C:21]3[C:25](/[CH:26]=[CH:27]/[S:28]([CH3:30])=[O:29])=[CH:24][N:23]([C:31]4[CH:36]=[CH:35][CH:34]=[CH:33][CH:32]=4)[N:22]=3)=[CH:15][C:14]=2[O:37][CH3:38])[N:10]=1.ClC1C=CC=C(C(OO)=[O:48])C=1.S([O-])([O-])=O.[Na+].[Na+]. Product: [O:1]1[CH:5]=[CH:4][CH:3]=[C:2]1[C:6]1[O:7][C:8]([CH3:39])=[C:9]([CH2:11][O:12][C:13]2[CH:18]=[CH:17][C:16]([CH2:19][O:20][C:21]3[C:25](/[CH:26]=[CH:27]/[S:28]([CH3:30])(=[O:48])=[O:29])=[CH:24][N:23]([C:31]4[CH:32]=[CH:33][CH:34]=[CH:35][CH:36]=4)[N:22]=3)=[CH:15][C:14]=2[O:37][CH3:38])[N:10]=1. The catalyst class is: 7. (5) Reactant: C(OC([N:8]1[CH2:13][CH2:12][C:11]([OH:23])([C:14]#[C:15][C:16]2[CH:21]=[CH:20][CH:19]=[CH:18][C:17]=2[F:22])[CH2:10][CH2:9]1)=O)(C)(C)C.[ClH:24].C(OCC)(=O)C. Product: [ClH:24].[OH:23][C:11]1([C:14]#[C:15][C:16]2[CH:21]=[CH:20][CH:19]=[CH:18][C:17]=2[F:22])[CH2:10][CH2:9][NH:8][CH2:13][CH2:12]1. The catalyst class is: 13. (6) The catalyst class is: 7. Reactant: [CH3:1][C:2]1[CH:11]=[CH:10][C:9]([N:12]2[CH2:17][CH2:16][N:15]([CH3:18])[CH2:14][CH2:13]2)=[C:8]2[C:3]=1[CH2:4][CH2:5][C@@H:6]([NH:19][C:20](=[O:33])[C:21]1[CH:26]=[CH:25][C:24]([N:27]3[CH2:32][CH2:31][O:30][CH2:29][CH2:28]3)=[CH:23][CH:22]=1)[CH2:7]2.[CH3:34][S:35]([OH:38])(=[O:37])=[O:36]. Product: [CH3:34][S:35]([OH:38])(=[O:37])=[O:36].[CH3:1][C:2]1[CH:11]=[CH:10][C:9]([N:12]2[CH2:17][CH2:16][N:15]([CH3:18])[CH2:14][CH2:13]2)=[C:8]2[C:3]=1[CH2:4][CH2:5][C@@H:6]([NH:19][C:20](=[O:33])[C:21]1[CH:26]=[CH:25][C:24]([N:27]3[CH2:32][CH2:31][O:30][CH2:29][CH2:28]3)=[CH:23][CH:22]=1)[CH2:7]2.